From a dataset of Catalyst prediction with 721,799 reactions and 888 catalyst types from USPTO. Predict which catalyst facilitates the given reaction. Reactant: [Cl:1][C:2]1[CH:7]=[C:6]([C:8]2[CH:13]=[CH:12][CH:11]=[CH:10][CH:9]=2)[N:5]=[C:4]([CH3:14])[N:3]=1.[NH2:15][NH2:16].C(=O)([O-])[O-].[K+].[K+]. Product: [ClH:1].[ClH:1].[ClH:1].[NH:15]([C:2]1[CH:7]=[C:6]([C:8]2[CH:13]=[CH:12][CH:11]=[CH:10][CH:9]=2)[N:5]=[C:4]([CH3:14])[N:3]=1)[NH2:16]. The catalyst class is: 12.